Dataset: Full USPTO retrosynthesis dataset with 1.9M reactions from patents (1976-2016). Task: Predict the reactants needed to synthesize the given product. (1) Given the product [C:19]([O:18][C:16]([N:23]1[CH2:28][CH2:27][N:26]([C:4]2[CH:9]=[CH:8][C:7]([C:10]3[N:14]=[C:13]([CH3:15])[O:12][N:11]=3)=[CH:6][CH:5]=2)[CH2:25][CH2:24]1)=[O:17])([CH3:22])([CH3:20])[CH3:21], predict the reactants needed to synthesize it. The reactants are: [OH-].[K+].Br[C:4]1[CH:9]=[CH:8][C:7]([C:10]2[N:14]=[C:13]([CH3:15])[O:12][N:11]=2)=[CH:6][CH:5]=1.[C:16]([N:23]1[CH2:28][CH2:27][NH:26][CH2:25][CH2:24]1)([O:18][C:19]([CH3:22])([CH3:21])[CH3:20])=[O:17]. (2) Given the product [C:1]([O:5][C:6](=[O:51])[CH2:7][CH:8]1[CH2:13][CH:12]([CH2:14][CH2:15][C:16]2[N:17]([CH:46]([CH3:47])[CH3:48])[C:18]([C:34](=[O:45])[NH:35][CH2:36][C:37]3[CH:42]=[CH:41][C:40]([CH2:43][OH:44])=[CH:39][CH:38]=3)=[C:19]([C:28]3[CH:33]=[CH:32][CH:31]=[CH:30][CH:29]=3)[C:20]=2[C:21]2[CH:26]=[CH:25][C:24]([F:27])=[CH:23][CH:22]=2)[O:11][C:10]([CH3:49])([CH3:50])[O:9]1)([CH3:4])([CH3:2])[CH3:3], predict the reactants needed to synthesize it. The reactants are: [C:1]([O:5][C:6](=[O:51])[CH2:7][CH:8]1[CH2:13][CH:12]([CH:14]=[CH:15][C:16]2[N:17]([CH:46]([CH3:48])[CH3:47])[C:18]([C:34](=[O:45])[NH:35][CH2:36][C:37]3[CH:42]=[CH:41][C:40]([CH2:43][OH:44])=[CH:39][CH:38]=3)=[C:19]([C:28]3[CH:33]=[CH:32][CH:31]=[CH:30][CH:29]=3)[C:20]=2[C:21]2[CH:26]=[CH:25][C:24]([F:27])=[CH:23][CH:22]=2)[O:11][C:10]([CH3:50])([CH3:49])[O:9]1)([CH3:4])([CH3:3])[CH3:2].C(N)CCC. (3) Given the product [N:24]1[CH:25]=[CH:26][N:27]=[CH:28][C:23]=1[C:2]1[C:7]2[S:8][C:9]([NH:11][C:12]([NH:14][CH2:15][CH3:16])=[O:13])=[N:10][C:6]=2[CH:5]=[C:4]([C:28]2[CH:23]=[N:24][CH:25]=[CH:26][N:27]=2)[N:3]=1, predict the reactants needed to synthesize it. The reactants are: Br[C:2]1[C:7]2[S:8][C:9]([NH:11][C:12]([NH:14][CH2:15][CH3:16])=[O:13])=[N:10][C:6]=2[CH:5]=[C:4](Br)[N:3]=1.C([Sn](CCCC)(CCCC)[C:23]1[CH:28]=[N:27][CH:26]=[CH:25][N:24]=1)CCC.O. (4) Given the product [F:12][C:13]1[CH:21]=[CH:20][CH:19]=[CH:18][C:14]=1[C:15]([NH:8][C:5]1[CH:6]=[CH:7][C:2]([F:1])=[C:3]([N+:9]([O-:11])=[O:10])[CH:4]=1)=[O:16], predict the reactants needed to synthesize it. The reactants are: [F:1][C:2]1[CH:7]=[CH:6][C:5]([NH2:8])=[CH:4][C:3]=1[N+:9]([O-:11])=[O:10].[F:12][C:13]1[CH:21]=[CH:20][CH:19]=[CH:18][C:14]=1[C:15](Cl)=[O:16].S1C=CC=C1C(Cl)=O.